The task is: Predict which catalyst facilitates the given reaction.. This data is from Catalyst prediction with 721,799 reactions and 888 catalyst types from USPTO. (1) Reactant: C(OC([N:8]1[CH2:34][CH2:33][C:12]2=[C:13]([N:20]3[CH2:23][CH:22]([C:24]([N:26]4[CH2:30][CH2:29][CH:28]([C:31]#[CH:32])[CH2:27]4)=[O:25])[CH2:21]3)[N:14]3[C:18]([N:19]=[C:11]2[CH2:10][CH2:9]1)=[CH:17][CH:16]=[N:15]3)=O)(C)(C)C.C(O)(C(F)(F)F)=O.CO. Product: [C:31]([CH:28]1[CH2:29][CH2:30][N:26]([C:24]([CH:22]2[CH2:21][N:20]([C:13]3[N:14]4[C:18]([N:19]=[C:11]5[CH2:10][CH2:9][NH:8][CH2:34][CH2:33][C:12]=35)=[CH:17][CH:16]=[N:15]4)[CH2:23]2)=[O:25])[CH2:27]1)#[CH:32]. The catalyst class is: 2. (2) Reactant: Br[C:2]1[C:7]([Cl:8])=[CH:6][C:5]([C:9]([F:12])([F:11])[F:10])=[CH:4][C:3]=1[Cl:13].C([Mg]Br)(C)C.CN(C)[CH:21]=[O:22]. Product: [Cl:13][C:3]1[CH:4]=[C:5]([C:9]([F:12])([F:11])[F:10])[CH:6]=[C:7]([Cl:8])[C:2]=1[CH:21]=[O:22]. The catalyst class is: 7. (3) Reactant: [Cl:1][C:2]1[CH:3]=[C:4]([C@@H:12]([CH2:25][CH:26]2[CH2:30][CH2:29][CH2:28][CH2:27]2)[C:13]([NH:15][C:16]2[CH:21]=[N:20][C:19]([CH2:22][S:23][CH3:24])=[CH:18][N:17]=2)=[O:14])[CH:5]=[CH:6][C:7]=1[S:8]([CH3:11])(=[O:10])=[O:9].[OH:31]O. Product: [Cl:1][C:2]1[CH:3]=[C:4]([C@@H:12]([CH2:25][CH:26]2[CH2:27][CH2:28][CH2:29][CH2:30]2)[C:13]([NH:15][C:16]2[CH:21]=[N:20][C:19]([CH2:22][S:23]([CH3:24])=[O:31])=[CH:18][N:17]=2)=[O:14])[CH:5]=[CH:6][C:7]=1[S:8]([CH3:11])(=[O:9])=[O:10]. The catalyst class is: 106. (4) Reactant: [Br:1][C:2]1[NH:10][C:9]2[C:8](=[O:11])[N:7]([CH2:12][C:13]3[N:22]=[C:21]([CH3:23])[C:20]4[C:15](=[CH:16][CH:17]=[CH:18][CH:19]=4)[N:14]=3)[C:6]3=[N:24][CH2:25][CH2:26][N:5]3[C:4]=2[N:3]=1.CCN(C(C)C)C(C)C.Br[CH2:37][C:38]#[C:39][CH3:40]. Product: [Br:1][C:2]1[N:10]([CH2:37][C:38]#[C:39][CH3:40])[C:9]2[C:8](=[O:11])[N:7]([CH2:12][C:13]3[N:22]=[C:21]([CH3:23])[C:20]4[C:15](=[CH:16][CH:17]=[CH:18][CH:19]=4)[N:14]=3)[C:6]3=[N:24][CH2:25][CH2:26][N:5]3[C:4]=2[N:3]=1. The catalyst class is: 3. (5) Reactant: [NH2:1][C:2]1[CH:3]=[C:4]([CH:22]=[CH:23][CH:24]=1)[O:5][C:6]1[CH:7]=[CH:8][C:9]2[N:13]=[C:12]([NH:14][C:15]([CH:17]3[CH2:19][CH2:18]3)=[O:16])[N:11]([CH3:20])[C:10]=2[CH:21]=1.[C:25]([C:27]1([C:30]2[CH:31]=[C:32]([CH:36]=[CH:37][CH:38]=2)[C:33](O)=[O:34])[CH2:29][CH2:28]1)#[N:26].Cl.C(N=C=NCCCN(C)C)C. Product: [C:25]([C:27]1([C:30]2[CH:31]=[C:32]([CH:36]=[CH:37][CH:38]=2)[C:33]([NH:1][C:2]2[CH:24]=[CH:23][CH:22]=[C:4]([O:5][C:6]3[CH:7]=[CH:8][C:9]4[N:13]=[C:12]([NH:14][C:15]([CH:17]5[CH2:19][CH2:18]5)=[O:16])[N:11]([CH3:20])[C:10]=4[CH:21]=3)[CH:3]=2)=[O:34])[CH2:28][CH2:29]1)#[N:26]. The catalyst class is: 341. (6) Reactant: [OH-].[Na+].Cl.Cl.[NH2:5][CH2:6][CH2:7][O:8][CH2:9][CH2:10][NH2:11].[CH3:12][C:13]([O:16][C:17](O[C:17]([O:16][C:13]([CH3:15])([CH3:14])[CH3:12])=[O:18])=[O:18])([CH3:15])[CH3:14]. Product: [NH2:5][CH2:6][CH2:7][O:8][CH2:9][CH2:10][NH:11][C:17](=[O:18])[O:16][C:13]([CH3:15])([CH3:14])[CH3:12]. The catalyst class is: 92. (7) Reactant: [N:1]1([C:6]([C:8]2[CH:27]=[CH:26][C:11]([CH2:12][N:13]3[C:21]4[CH2:20][CH2:19][CH2:18][CH2:17][C:16]=4[C:15]([C:22](OC)=[O:23])=[N:14]3)=[CH:10][CH:9]=2)=O)[CH2:5][CH2:4][CH2:3][CH2:2]1.[H-].[Al+3].[Li+].[H-].[H-].[H-].O.O.O.O.O.O.O.O.O.O.S([O-])([O-])(=O)=O.[Na+].[Na+]. Product: [N:1]1([CH2:6][C:8]2[CH:27]=[CH:26][C:11]([CH2:12][N:13]3[C:21]4[CH2:20][CH2:19][CH2:18][CH2:17][C:16]=4[C:15]([CH2:22][OH:23])=[N:14]3)=[CH:10][CH:9]=2)[CH2:2][CH2:3][CH2:4][CH2:5]1. The catalyst class is: 1.